Dataset: Experimentally validated miRNA-target interactions with 360,000+ pairs, plus equal number of negative samples. Task: Binary Classification. Given a miRNA mature sequence and a target amino acid sequence, predict their likelihood of interaction. (1) The miRNA is hsa-miR-6795-3p with sequence ACCCCUCGUUUCUUCCCCCAG. The protein sequence of the target gene is MDSQRPEPREEEEEEQELRWMELDSEEALGTRTEGPSVVQGWGHLLQAVWRGPAGLVTQLLRQGASVEERDHAGRTPLHLAVLRGHAPLVRLLLQRGAPVGAVDRAGRTALHEAAWHGHSRVAELLLQRGASAAARSGTGLTPLHWAAALGHTLLAARLLEAPGPGPAAAEAEDARGWTAAHWAAAGGRLAVLELLAAGGAGLDGALLVAAAAGRGAALRFLLARGARVDARDGAGATALGLAAALGRSQDIEVLLGHGADPGIRDRHGRSALHRAAARGHLLAVQLLVTQGAEVDARDT.... Result: 1 (interaction). (2) The miRNA is hsa-miR-1245b-3p with sequence UCAGAUGAUCUAAAGGCCUAUA. The protein sequence of the target gene is MSWFNASQLSSFAKQALSQAQKSIDRVLDIQEEEPSAWAEAIPYGEPGISPPVSGGWDTSTWGLNSTSSEPQSPPTASQAITKPVRRTVVDESENFFSAFLSPSDAHTIQKSPVVSKPPSKSQRPEEEVKSSLQESSSPGQSRVSETAEVRDSVCVSGETSAVGTPSPVPEDKHEETAGEESEVKVPTVRLKASENVVNVNTTEDVSTTSTQSLTAETKDMALEPKEQKHEDRQSNTPSPPVSSFSSGTSTTSDIEVLDHESVISESSASSRQETSDAKSSLHLMQTSFQLLSASACPEY.... Result: 0 (no interaction). (3) The miRNA is hsa-miR-3198 with sequence GUGGAGUCCUGGGGAAUGGAGA. The protein sequence of the target gene is MTERAQSPTAADCRPYEVNRAMYPQAAGLDGLGGASLQFAHGMLQDPSLIFNKAHFNGITPATAQTFFPFSGDFKTNDLQGGDFTQPKHWYPFAAPEFTGQVAGATAATQPANISPPIGETREQIKMPSEVKTEKDVEEYGNEENKPPSQYHLTAGTSSIPTGVNYYTPWNPNFWPGLSQITAQANISQAPPTPSASSPSLSPSPPGNGFGSPGFFSGGTAQNIPSAQAQSAPRSSGSSSGGCSNSEEEETLTTEDLEQFAKELKHKRITLGFTQADVGLALGNLYGKMFSQTTICRFEA.... Result: 0 (no interaction). (4) The miRNA is hsa-miR-1470 with sequence GCCCUCCGCCCGUGCACCCCG. The protein sequence of the target gene is MAGQQFQYDDSGNTFFYFLTSFVGLIVIPATYYLWPRDQNAEQIRLKNIRKVYGRCMWYRLRLLKPQPNIIPTVKKIVLLAGWALFLFLAYKVSKTDREYQEYNPYEVLNLDPGATVAEIKKQYRLLSLKYHPDKGGDEVMFMRIAKAYAALTDEESRKNWEEFGNPDGPQATSFGIALPAWIVDQKNSILVLLVYGLAFMVILPVVVGSWWYRSIRYSGDQILIRTTQIYTYFVYKTRNMDMKRLIMVLAGASEFDPQYNKDATSRPTDNILIPQLIREIGSINLKKNEPPLTCPYSLK.... Result: 1 (interaction). (5) The miRNA is hsa-miR-4655-5p with sequence CACCGGGGAUGGCAGAGGGUCG. The protein sequence of the target gene is MDAGKAGQTLKTHCSAQRPDVCRWLSPFILSCCVYFCLWIPEDQLSWFAALVKCLPVLCLAGFLWVMSPSGGYTQLLQGALVCSAVGDACLIWPAAFVPGMAAFATAHLLYVWAFGFSPLQPGLLLLIILAPGPYLSLVLQHLEPDMVLPVAAYGLILMAMLWRGLAQGGSAGWGALLFTLSDGVLAWDTFAQPLPHAHLVIMTTYYAAQLLITLSALRSPVPKTD. Result: 1 (interaction). (6) The miRNA is mmu-miR-193b-3p with sequence AACUGGCCCACAAAGUCCCGCU. The protein sequence of the target gene is MKAGSGDQGSPPCFLRFPRPVRVVSGAEAELKCVVLGEPPPTVVWEKGGQQLVASERLSFPEDGAEHGLLLSGALPTDAGVYVCRARNAAGEAYAAAAVTVLEPPAPEPEPESSECPLPTPGTGEGAPKFLTGPQSQWVLRGEEVVLTCQVGGLPEPKLYWEKDGMALDEVWDSSHFKLEPGRGASDEGASLTLRILAARLPDSGVYVCHARNAHGHAQAGALLQVHQPRESPPQDPDENPKPVLEPLKGAPKTFWVNEGKHAKFRCYVMGKPEPEIEWHLEGRPLLPDRRRLMYRDRDG.... Result: 0 (no interaction). (7) The miRNA is hsa-miR-3649 with sequence AGGGACCUGAGUGUCUAAG. The protein sequence of the target gene is MAAATELNRPSSGDRNLERRCRPNLSREVLYEIFRSLHTLVGQLDLRDDVVKITIDWNKLQSLSAFQPALLFSALEQHILYLQPFLAKLQSPIKEENTTAVEEIGRTEMGNKNEVNDKFSIGDLQEEEKHKESDLRDVKKTQIHFDPEVVQIKAGKAEIDRRISAFIERKQAEINENNVREFCNVIDCNQENSCARTDAIFTPYPGFKSHVKVSRVVNTYGPQTRPEGIPGSGHKPNSMLRDCGNQAVEERLQNIEAHLRLQTGGPVPRDIYQRIKKLEDKILELEGISPEYFQSVSFSG.... Result: 0 (no interaction).